This data is from Peptide-MHC class I binding affinity with 185,985 pairs from IEDB/IMGT. The task is: Regression. Given a peptide amino acid sequence and an MHC pseudo amino acid sequence, predict their binding affinity value. This is MHC class I binding data. (1) The binding affinity (normalized) is 0.0847. The peptide sequence is LLKTRFRGL. The MHC is HLA-A29:02 with pseudo-sequence HLA-A29:02. (2) The peptide sequence is VPLDEDFRKY. The MHC is HLA-B40:01 with pseudo-sequence HLA-B40:01. The binding affinity (normalized) is 0.0416. (3) The binding affinity (normalized) is 0.407. The MHC is Mamu-B17 with pseudo-sequence Mamu-B17. The peptide sequence is YHPSQYLYF. (4) The peptide sequence is RKRLMSMVK. The MHC is HLA-A26:02 with pseudo-sequence HLA-A26:02. The binding affinity (normalized) is 0.0847. (5) The peptide sequence is IVAAVIIMAI. The MHC is HLA-A02:06 with pseudo-sequence HLA-A02:06. The binding affinity (normalized) is 0.222. (6) The peptide sequence is RQMRASAPL. The MHC is BoLA-HD6 with pseudo-sequence BoLA-HD6. The binding affinity (normalized) is 1.00. (7) The peptide sequence is ELNGKNIEDV. The MHC is HLA-A02:02 with pseudo-sequence HLA-A02:02. The binding affinity (normalized) is 0.221.